From a dataset of Forward reaction prediction with 1.9M reactions from USPTO patents (1976-2016). Predict the product of the given reaction. (1) Given the reactants [CH2:1]([C:3]1[CH:4]=[C:5]2[C:9](=[CH:10][C:11]=1[CH2:12][CH3:13])[CH2:8][CH:7]([NH:14][C:15](=O)[C:16]1[CH:21]=[CH:20][CH:19]=[CH:18][CH:17]=1)[CH2:6]2)[CH3:2].[H-].[Al+3].[Li+].[H-].[H-].[H-], predict the reaction product. The product is: [CH2:15]([NH:14][CH:7]1[CH2:8][C:9]2[C:5](=[CH:4][C:3]([CH2:1][CH3:2])=[C:11]([CH2:12][CH3:13])[CH:10]=2)[CH2:6]1)[C:16]1[CH:17]=[CH:18][CH:19]=[CH:20][CH:21]=1. (2) Given the reactants Br[C:2]1[C:10]2[N:9]=[C:8]([N:11]3[CH2:16][CH2:15][N:14]([C:17]4[C:22]([C:23]([F:26])([F:25])[F:24])=[CH:21][CH:20]=[CH:19][N:18]=4)[CH2:13][CH2:12]3)[N:7](COCC[Si](C)(C)C)[C:6]=2[CH:5]=[C:4]([C:35]([F:38])([F:37])[F:36])[CH:3]=1.[C:39]([O:43][C:44]([N:46]1[CH2:51][CH2:50][NH:49][CH2:48][CH2:47]1)=[O:45])([CH3:42])([CH3:41])[CH3:40], predict the reaction product. The product is: [C:39]([O:43][C:44]([N:46]1[CH2:51][CH2:50][N:49]([C:2]2[C:10]3[N:9]=[C:8]([N:11]4[CH2:12][CH2:13][N:14]([C:17]5[C:22]([C:23]([F:26])([F:25])[F:24])=[CH:21][CH:20]=[CH:19][N:18]=5)[CH2:15][CH2:16]4)[NH:7][C:6]=3[CH:5]=[C:4]([C:35]([F:37])([F:38])[F:36])[CH:3]=2)[CH2:48][CH2:47]1)=[O:45])([CH3:42])([CH3:40])[CH3:41]. (3) Given the reactants Cl[C:2]1[CH:35]=[CH:34]C=[CH:32][C:3]=1[CH2:4][O:5][CH2:6][CH2:7][N:8]([C@H:25]1[CH2:30][CH2:29][C@H:28]([CH3:31])[CH2:27][CH2:26]1)[C:9](=[O:24])[NH:10][C:11]1[S:12][C:13]([S:16][CH2:17]C(C)(C)C(O)=O)=[CH:14][N:15]=1.Br.BrCC1C=[N:41]C=CC=1.C([O:47][C:48](=[O:57])CSC1SC(N)=NC=1)C, predict the reaction product. The product is: [CH3:31][C@H:28]1[CH2:29][CH2:30][C@H:25]([N:8]([CH2:7][CH2:6][O:5][CH2:4][C:3]2[CH:32]=[N:41][CH:34]=[CH:35][CH:2]=2)[C:9](=[O:24])[NH:10][C:11]2[S:12][C:13]([S:16][CH2:17][C:48]([OH:57])=[O:47])=[CH:14][N:15]=2)[CH2:26][CH2:27]1. (4) Given the reactants Cl[C:2]1[C:11]2[C:6](=[CH:7][CH:8]=[CH:9][CH:10]=2)[C:5]([CH2:12][C:13]2[CH:18]=[CH:17][N:16]=[CH:15][CH:14]=2)=[N:4][N:3]=1.C([O-])([O-])=O.[K+].[K+].[Cl:25][C:26]1[CH:27]=[C:28]([OH:32])[CH:29]=[CH:30][CH:31]=1.O, predict the reaction product. The product is: [Cl:25][C:26]1[CH:27]=[C:28]([CH:29]=[CH:30][CH:31]=1)[O:32][C:2]1[C:11]2[C:6](=[CH:7][CH:8]=[CH:9][CH:10]=2)[C:5]([CH2:12][C:13]2[CH:18]=[CH:17][N:16]=[CH:15][CH:14]=2)=[N:4][N:3]=1.